The task is: Binary Classification. Given a miRNA mature sequence and a target amino acid sequence, predict their likelihood of interaction.. This data is from Experimentally validated miRNA-target interactions with 360,000+ pairs, plus equal number of negative samples. (1) The protein sequence of the target gene is MATTLGSGERWTQAYIDAIRRNKYPEDKRPDSHDPCGCCNCMKAQKEKKSENEWNQTRQGEGNATYTEEQLRGVQRIKKCRNYYDILGVSHNASDEELKKAYKKLALKFHPDKNCAPGATEAFKAIGNAFAVLSNPDKRLRYDEYGDEQVTFTVPRARSYHYYKDFEADISPEELFNVFFGGHFPSGNIHMFSNVTDDSQYYRRRHRHERTQTHKREEDKSQTPYSAFVQLLPVLVIVTISVITQLLAANPPYSLFYKSTLGYTISRETQNLQVPYFVDKNFDKAYRGASLRDLEKTIEK.... The miRNA is hsa-miR-562 with sequence AAAGUAGCUGUACCAUUUGC. Result: 0 (no interaction). (2) The miRNA is hsa-miR-3977 with sequence GUGCUUCAUCGUAAUUAACCUUA. The protein sequence of the target gene is MPPERRRRMKLDRRTGAKPKRKPGMRPDWKAGAGPGGPPQKPAPSSQRKPPARPSAAAAAIAVAAAEEERRLRQRNRLRLEEDKPAVERCLEELVFGDVENDEDALLRRLRGPRVQEHEDSGDSEVENEAKGNFPPQKKPVWVDEEDEDEEMVDMMNNRFRKDMMKNASESKLSKDNLKKRLKEEFQHAMGGVPAWAETTKRKTSSDDESEEDEDDLLQRTGNFISTSTSLPRGILKMKNCQHANAERPTVARISSVQFHPGAQIVMVAGLDNAVSLFQVDGKTNPKIQSIYLERFPIFK.... Result: 0 (no interaction). (3) The miRNA is hsa-miR-526b-5p with sequence CUCUUGAGGGAAGCACUUUCUGU. The protein sequence of the target gene is MNAPERQPQPDGGDAPGHEPGGSPQDELDFSILFDYEYLNPNEEEPNAHKVASPPSGPAYPDDVLDYGLKPYSPLASLSGEPPGRFGEPDRVGPQKFLSAAKPAGASGLSPRIEITPSHELIQAVGPLRMRDAGLLVEQPPLAGVAASPRFTLPVPGFEGYREPLCLSPASSGSSASFISDTFSPYTSPCVSPNNGGPDDLCPQFQNIPAHYSPRTSPIMSPRTSLAEDSCLGRHSPVPRPASRSSSPGAKRRHSCAEALVALPPGASPQRSRSPSPQPSSHVAPQDHGSPAGYPPVAGS.... Result: 1 (interaction). (4) The miRNA is hsa-miR-6823-5p with sequence UCAGGGUUGGUAGGGGUUGCU. The protein sequence of the target gene is MWCLLRGLGRPGALARGALGQQQSLGARALASAGSESRDEYSYVVVGAGSAGCVLAGRLTEDPAERVLLLEAGPKDVLAGSKRLSWKIHMPAALVANLCDDRYNWCYHTEVQRGLDGRVLYWPRGRVWGGSSSLNAMVYVRGHAEDYERWQRQGARGWDYAHCLPYFRKAQGHELGASRYRGADGPLRVSRGKTNHPLHCAFLEATQQAGYPLTEDMNGFQQEGFGWMDMTIHEGKRWSAACAYLHPALSRTNLKAEAETLVSRVLFEGTRAVGVEYVKNGQSHRAYASKEVILSGGAIN.... Result: 1 (interaction). (5) The miRNA is hsa-miR-4252 with sequence GGCCACUGAGUCAGCACCA. The protein sequence of the target gene is MEEKPGQPQPQHHHSHHHPHHHPQQQQQQPHHHHHYYFYNHSHNHHHHHHHQQPHQYLQHGAEGSPKAQPKPLKHEQKHTLQQHQETPKKKTGYGELNGNAGEREISLKNLSSDEATNPISRVLNGNQQVVDTSLKQTVKANTFGKAGIKTKNFIQKNSMDKKNGKSYENKSGENQSVDKSDTIPIPNGVVTNNSGYITNGYMGKGADNDGSGSESGYTTPKKRKARRNSAKGCENLNIVQDKIMQQETSVPTLKQGLETFKPDYSEQKGNRVDGSKPIWKYETGPGGTSRGKPAVGDML.... Result: 1 (interaction).